From a dataset of Reaction yield outcomes from USPTO patents with 853,638 reactions. Predict the reaction yield, written as a fraction of the theoretical maximum amount of product (1.0 means a 100% yield; for example, 0.34 means a 34% yield). (1) The reactants are C1C=CC(P(C2C=CC3C(=CC=CC=3)C=2C2C3C(=CC=CC=3)C=CC=2P(C2C=CC=CC=2)C2C=CC=CC=2)C2C=CC=CC=2)=CC=1.Br[C:48]1[CH:55]=[CH:54][C:51]([C:52]#[N:53])=[CH:50][CH:49]=1.[F:56][C:57]1[CH:58]=[C:59]([CH:62]=[CH:63][CH:64]=1)[CH2:60][NH2:61].C([O-])([O-])=O.[Cs+].[Cs+]. The catalyst is O1CCOCC1.CC([O-])=O.CC([O-])=O.[Pd+2]. The product is [F:56][C:57]1[CH:58]=[C:59]([CH:62]=[CH:63][CH:64]=1)[CH2:60][NH:61][C:48]1[CH:55]=[CH:54][C:51]([C:52]#[N:53])=[CH:50][CH:49]=1. The yield is 0.780. (2) The reactants are [NH:1]([C:27]([O:29][C:30]([CH3:33])([CH3:32])[CH3:31])=[O:28])[C@H:2]([C:24]([OH:26])=[O:25])[CH2:3][O:4][C:5]([C:18]1[CH:23]=[CH:22][CH:21]=[CH:20][CH:19]=1)([C:12]1[CH:17]=[CH:16][CH:15]=[CH:14][CH:13]=1)[C:6]1[CH:11]=[CH:10][CH:9]=[CH:8][CH:7]=1.F[P-](F)(F)(F)(F)F.N1(O[P+](N(C)C)(N(C)C)N(C)C)C2C=CC=CC=2N=N1.CCN(C(C)C)C(C)C.Cl.[CH3:71][O:72][NH:73][CH3:74]. The catalyst is C(Cl)Cl. The product is [NH:1]([C:27]([O:29][C:30]([CH3:33])([CH3:32])[CH3:31])=[O:28])[C@H:2]([C:24]([OH:26])=[O:25])[CH2:3][O:4][C:5]([C:12]1[CH:13]=[CH:14][CH:15]=[CH:16][CH:17]=1)([C:18]1[CH:23]=[CH:22][CH:21]=[CH:20][CH:19]=1)[C:6]1[CH:11]=[CH:10][CH:9]=[CH:8][CH:7]=1.[CH3:71][O:72][N-:73][CH3:74]. The yield is 0.980. (3) The reactants are [CH3:1][S:2][C:3]1[CH:8]=[CH:7][C:6]([CH2:9][CH2:10][C:11]([O:13][CH3:14])=[O:12])=[CH:5][CH:4]=1.C[OH:16]. No catalyst specified. The product is [CH3:1][S:2]([C:3]1[CH:4]=[CH:5][C:6]([CH2:9][CH2:10][C:11]([O:13][CH3:14])=[O:12])=[CH:7][CH:8]=1)=[O:16]. The yield is 0.810. (4) The reactants are [F:1][C:2]1[C:15]([NH:16][CH2:17][C:18]2[CH:23]=[C:22]([C:24]3[CH:29]=[CH:28][CH:27]=[C:26]([F:30])[CH:25]=3)[CH:21]=[CH:20][C:19]=2[F:31])=[C:14]([F:32])[CH:13]=[CH:12][C:3]=1[O:4][CH2:5][C:6](OC(C)C)=[O:7].[NH3:33]. The catalyst is O1CCOCC1. The product is [F:1][C:2]1[C:15]([NH:16][CH2:17][C:18]2[CH:23]=[C:22]([C:24]3[CH:29]=[CH:28][CH:27]=[C:26]([F:30])[CH:25]=3)[CH:21]=[CH:20][C:19]=2[F:31])=[C:14]([F:32])[CH:13]=[CH:12][C:3]=1[O:4][CH2:5][C:6]([NH2:33])=[O:7]. The yield is 0.360. (5) The reactants are C1(P(C2C=CC=CC=2)C2C=CC=CC=2)C=CC=CC=1.[NH2:20][C:21]1[N:25]([CH3:26])[C:24](=[O:27])[C:23]([C:40]2[CH:45]=[CH:44][C:43]([F:46])=[C:42](Br)[CH:41]=2)([C:28]2[CH:33]=[CH:32][C:31]([O:34][C:35]([F:38])([F:37])[F:36])=[C:30]([F:39])[CH:29]=2)[N:22]=1.[N:48]1[CH:53]=[C:52](B(O)O)[CH:51]=[N:50][CH:49]=1.C(=O)([O-])[O-].[Na+].[Na+]. The catalyst is C1C=CC(/C=C/C(/C=C/C2C=CC=CC=2)=O)=CC=1.C1C=CC(/C=C/C(/C=C/C2C=CC=CC=2)=O)=CC=1.C1C=CC(/C=C/C(/C=C/C2C=CC=CC=2)=O)=CC=1.[Pd].[Pd].O.COCCOC. The product is [NH2:20][C:21]1[N:25]([CH3:26])[C:24](=[O:27])[C:23]([C:40]2[CH:45]=[CH:44][C:43]([F:46])=[C:42]([C:52]3[CH:53]=[N:48][CH:49]=[N:50][CH:51]=3)[CH:41]=2)([C:28]2[CH:33]=[CH:32][C:31]([O:34][C:35]([F:38])([F:37])[F:36])=[C:30]([F:39])[CH:29]=2)[N:22]=1. The yield is 0.290. (6) The reactants are [NH2:1][C:2]1[C:9]([Br:10])=[CH:8][CH:7]=[CH:6][C:3]=1[C:4]#[N:5].CS(O)(=O)=O.[CH:16]([N:19]1[CH2:23][C:22](OC)=[CH:21][C:20]1=[O:26])([CH3:18])[CH3:17]. The catalyst is C(O)(=O)C. The product is [Br:10][C:9]1[C:2]([NH:1][C:22]2[CH2:23][N:19]([CH:16]([CH3:18])[CH3:17])[C:20](=[O:26])[CH:21]=2)=[C:3]([CH:6]=[CH:7][CH:8]=1)[C:4]#[N:5]. The yield is 0.821. (7) The reactants are N[C:2]1[C:3]([C:10]([O:12][CH3:13])=[O:11])=[N:4][C:5]([Cl:9])=[C:6]([Cl:8])[N:7]=1.C(ON=O)CC(C)C.[ClH:22]. The catalyst is C(#N)C.O. The product is [CH3:13][O:12][C:10]([C:3]1[C:2]([Cl:22])=[N:7][C:6]([Cl:8])=[C:5]([Cl:9])[N:4]=1)=[O:11]. The yield is 0.420. (8) The product is [C:1]([O:4][C@@H:5]1[C@H:9]([CH2:10][CH2:11][CH2:12][CH2:13][CH2:14][CH2:15][C:16]([O:18][CH3:19])=[O:17])[C@@H:8]([CH2:20][CH2:21][C:22](=[O:30])[C:23]([F:28])([F:29])[CH2:24][CH2:25][CH2:26][CH3:27])[C@H:7]([O:31][CH:32]2[CH2:37][CH2:36][CH2:35][CH2:34][O:33]2)[CH2:6]1)(=[O:3])[CH3:2]. The yield is 0.998. The catalyst is C(OCC)(=O)C.[Pd]. The reactants are [C:1]([O:4][C@@H:5]1[C@H:9]([CH2:10][CH2:11][CH2:12][CH2:13][CH2:14][CH2:15][C:16]([O:18][CH3:19])=[O:17])[C@@H:8](/[CH:20]=[CH:21]/[C:22](=[O:30])[C:23]([F:29])([F:28])[CH2:24][CH2:25][CH2:26][CH3:27])[C@H:7]([O:31][CH:32]2[CH2:37][CH2:36][CH2:35][CH2:34][O:33]2)[CH2:6]1)(=[O:3])[CH3:2]. (9) The reactants are [Cl:1][C:2]1[C:23]([Cl:24])=[CH:22][C:5]2[N:6]([C:11]3[CH:16]=[CH:15][C:14]([C@H:17]4[CH2:20][C@H:19](O)[CH2:18]4)=[CH:13][CH:12]=3)[C:7]([CH2:9][CH3:10])=[N:8][C:4]=2[CH:3]=1.C1(P(C2C=CC=CC=2)C2C=CC=CC=2)C=CC=CC=1.C1(P([N:58]=[N+:59]=[N-:60])(C2C=CC=CC=2)=O)C=CC=CC=1.N(C(OCC)=O)=NC(OCC)=O. The catalyst is C1COCC1.C(OCC)(=O)C. The product is [Cl:1][C:2]1[C:23]([Cl:24])=[CH:22][C:5]2[N:6]([C:11]3[CH:16]=[CH:15][C:14]([C@@H:17]4[CH2:20][C@H:19]([N:58]=[N+:59]=[N-:60])[CH2:18]4)=[CH:13][CH:12]=3)[C:7]([CH2:9][CH3:10])=[N:8][C:4]=2[CH:3]=1. The yield is 0.830. (10) The reactants are C(OC(O[CH2:8][CH3:9])CBr)C.C(=O)(O)[O-].[Na+].[Cl:15][C:16]1[N:21]=[N:20][C:19]([NH2:22])=[CH:18][CH:17]=1. The catalyst is C(O)C. The product is [Cl:15][C:16]1[CH:17]=[CH:18][C:19]2[N:20]([CH:8]=[CH:9][N:22]=2)[N:21]=1. The yield is 0.852.